Dataset: Reaction yield outcomes from USPTO patents with 853,638 reactions. Task: Predict the reaction yield, written as a fraction of the theoretical maximum amount of product (1.0 means a 100% yield; for example, 0.34 means a 34% yield). (1) The reactants are [H-].[Na+].[NH2:3][C:4]1[CH:9]=[CH:8][C:7]([OH:10])=[CH:6][CH:5]=1.[CH3:11][NH:12][C:13]1[CH:18]=[C:17](Cl)[CH:16]=[CH:15][C:14]=1[N+:20]([O-:22])=[O:21]. The catalyst is CN(C=O)C. The product is [CH3:11][NH:12][C:13]1[CH:18]=[C:17]([CH:16]=[CH:15][C:14]=1[N+:20]([O-:22])=[O:21])[O:10][C:7]1[CH:8]=[CH:9][C:4]([NH2:3])=[CH:5][CH:6]=1. The yield is 0.940. (2) The reactants are [Si:1]([O:8][C:9]1[CH:16]=[CH:15][C:12]([CH:13]=[O:14])=[C:11]([Cl:17])[CH:10]=1)([C:4]([CH3:7])([CH3:6])[CH3:5])([CH3:3])[CH3:2].[BH4-].[Na+]. The catalyst is CO. The product is [Si:1]([O:8][C:9]1[CH:16]=[CH:15][C:12]([CH2:13][OH:14])=[C:11]([Cl:17])[CH:10]=1)([C:4]([CH3:7])([CH3:6])[CH3:5])([CH3:3])[CH3:2]. The yield is 0.950. (3) The reactants are [C:1]([O:5][C:6]([NH:8][C@H:9]1[CH2:17][O:16][C:15](=[O:18])[C@H:14]([CH2:19]C(O)=O)[C@@H:13]([O:23][C:24](=[O:28])[CH:25]([CH3:27])[CH3:26])[C@H:12]([CH3:29])[O:11][C:10]1=[O:30])=[O:7])([CH3:4])([CH3:3])[CH3:2].CN1CCOCC1.C(OC(Cl)=O)C(C)C.SC1C=CC=C[N+]=1[O-].C(N(CC)CC)C.C(I)(I)[I:62]. The catalyst is C1COCC1.[Al].[Hg].O. The product is [C:24]([O:23][C@@H:13]1[C@@H:14]([CH2:19][I:62])[C:15](=[O:18])[O:16][CH2:17][C@H:9]([NH:8][C:6]([O:5][C:1]([CH3:4])([CH3:3])[CH3:2])=[O:7])[C:10](=[O:30])[O:11][C@H:12]1[CH3:29])(=[O:28])[CH:25]([CH3:27])[CH3:26]. The yield is 0.510. (4) The reactants are [CH:1]1([CH2:6][CH:7]([N:11]2[C:19]3[C:14](=[CH:15][C:16]([O:20][CH3:21])=[CH:17][CH:18]=3)[C:13](=[O:22])[C:12]2=[O:23])[C:8]([OH:10])=O)[CH2:5][CH2:4][CH2:3][CH2:2]1.[CH3:24][N:25]1[CH:29]=[CH:28][C:27]([NH2:30])=[N:26]1.C(N(CC)C(C)C)(C)C.F[P-](F)(F)(F)(F)F.N1(O[P+](N(C)C)(N(C)C)N(C)C)C2C=CC=CC=2N=N1. The catalyst is CN(C)C=O.C(OCC)(=O)C. The product is [CH:1]1([CH2:6][CH:7]([N:11]2[C:19]3[C:14](=[CH:15][C:16]([O:20][CH3:21])=[CH:17][CH:18]=3)[C:13](=[O:22])[C:12]2=[O:23])[C:8]([NH:30][C:27]2[CH:28]=[CH:29][N:25]([CH3:24])[N:26]=2)=[O:10])[CH2:2][CH2:3][CH2:4][CH2:5]1. The yield is 0.130. (5) The reactants are [NH2:1][C:2]1[CH:7]=[C:6]([CH3:8])[CH:5]=[CH:4][C:3]=1[S:9][C:10]1[CH:15]=[CH:14][C:13]([OH:16])=[CH:12][CH:11]=1.[C:17]1(B(O)O)[CH:22]=[CH:21][CH:20]=[CH:19][CH:18]=1.C(N(CC)CC)C. The catalyst is C(Cl)Cl.O.C([O-])(=O)C.[Cu+2].C([O-])(=O)C. The product is [CH3:8][C:6]1[CH:5]=[CH:4][C:3]([S:9][C:10]2[CH:15]=[CH:14][C:13]([O:16][C:17]3[CH:22]=[CH:21][CH:20]=[CH:19][CH:18]=3)=[CH:12][CH:11]=2)=[C:2]([NH2:1])[CH:7]=1. The yield is 0.980. (6) The reactants are [CH3:1][C:2]([C:6]1[CH:11]=[CH:10][CH:9]=[C:8]([C:12]2[C:17]([CH3:18])=[CH:16][N:15]=[C:14]3[NH:19][N:20]=[CH:21][C:13]=23)[CH:7]=1)([CH3:5])[C:3]#[N:4].[H-].[Al+3].[Li+].[H-].[H-].[H-].CC#N. The catalyst is C1COCC1. The product is [CH3:5][C:2]([C:6]1[CH:11]=[CH:10][CH:9]=[C:8]([C:12]2[C:17]([CH3:18])=[CH:16][N:15]=[C:14]3[NH:19][N:20]=[CH:21][C:13]=23)[CH:7]=1)([CH3:1])[CH2:3][NH2:4]. The yield is 0.310. (7) The reactants are [C:1](Cl)(=[O:3])[CH3:2].[C@H:5]12[CH2:11][C@H:8]([NH:9][CH2:10]1)[CH2:7][N:6]2[C:12]1[CH:17]=[CH:16][C:15]([NH:18][C:19]2[N:24]=[C:23]([C:25]3[CH:26]=[N:27][N:28]4[CH:33]=[CH:32][CH:31]=[CH:30][C:29]=34)[C:22]([Cl:34])=[CH:21][N:20]=2)=[C:14]([O:35][CH3:36])[CH:13]=1.C(N(CC)CC)C. The catalyst is C(Cl)Cl. The product is [Cl:34][C:22]1[C:23]([C:25]2[CH:26]=[N:27][N:28]3[CH:33]=[CH:32][CH:31]=[CH:30][C:29]=23)=[N:24][C:19]([NH:18][C:15]2[CH:16]=[CH:17][C:12]([N:6]3[CH2:7][C@@H:8]4[CH2:11][C@H:5]3[CH2:10][N:9]4[C:1](=[O:3])[CH3:2])=[CH:13][C:14]=2[O:35][CH3:36])=[N:20][CH:21]=1. The yield is 0.320.